From a dataset of Full USPTO retrosynthesis dataset with 1.9M reactions from patents (1976-2016). Predict the reactants needed to synthesize the given product. Given the product [N+:8]([C:7]1[C:2]([NH:18][CH2:17][C:16]([F:20])([F:19])[F:15])=[N:3][CH:4]=[C:5]([C:11]([F:14])([F:13])[F:12])[CH:6]=1)([O-:10])=[O:9], predict the reactants needed to synthesize it. The reactants are: Cl[C:2]1[C:7]([N+:8]([O-:10])=[O:9])=[CH:6][C:5]([C:11]([F:14])([F:13])[F:12])=[CH:4][N:3]=1.[F:15][C:16]([F:20])([F:19])[CH2:17][NH2:18].C(N(CC)C(C)C)(C)C.C(O)(=O)CC(CC(O)=O)(C(O)=O)O.